This data is from Forward reaction prediction with 1.9M reactions from USPTO patents (1976-2016). The task is: Predict the product of the given reaction. Given the reactants [Cl:1][C:2]1[CH:7]=[CH:6][C:5]([N:8]2[CH2:13][CH2:12][NH:11][CH2:10][CH2:9]2)=[CH:4][CH:3]=1.C[O:15][C:16]([CH:18]1[CH2:26][C:25]2[C:20](=[CH:21][CH:22]=[CH:23][C:24]=2[S:27](Cl)(=[O:29])=[O:28])[CH2:19]1)=[O:17], predict the reaction product. The product is: [Cl:1][C:2]1[CH:3]=[CH:4][C:5]([N:8]2[CH2:13][CH2:12][N:11]([S:27]([C:24]3[CH:23]=[CH:22][CH:21]=[C:20]4[C:25]=3[CH2:26][CH:18]([C:16]([OH:17])=[O:15])[CH2:19]4)(=[O:29])=[O:28])[CH2:10][CH2:9]2)=[CH:6][CH:7]=1.